Dataset: Catalyst prediction with 721,799 reactions and 888 catalyst types from USPTO. Task: Predict which catalyst facilitates the given reaction. Reactant: [CH3:1][C:2]1([CH3:19])[CH2:7][O:6][CH:5]([CH2:8][O:9][C:10]2[CH:15]=[CH:14][N:13]=[C:12]([CH2:16]O)[C:11]=2[CH3:18])[O:4][CH2:3]1.C(N(CC)CC)C.CS(Cl)(=O)=O.[SH:32][C:33]1[NH:34][C:35]2[CH:41]=[CH:40][CH:39]=[CH:38][C:36]=2[N:37]=1. Product: [CH3:1][C:2]1([CH3:19])[CH2:7][O:6][CH:5]([CH2:8][O:9][C:10]2[CH:15]=[CH:14][N:13]=[C:12]([CH2:16][S:32][C:33]3[NH:37][C:36]4[CH:38]=[CH:39][CH:40]=[CH:41][C:35]=4[N:34]=3)[C:11]=2[CH3:18])[O:4][CH2:3]1. The catalyst class is: 111.